This data is from Full USPTO retrosynthesis dataset with 1.9M reactions from patents (1976-2016). The task is: Predict the reactants needed to synthesize the given product. (1) Given the product [CH2:14]([C@@:18]1([CH2:41][CH3:42])[NH:24][C@H:23]([C:25]2[CH:30]=[CH:29][CH:28]=[CH:27][CH:26]=2)[C:22]2[CH:31]=[C:32]([O:37][CH3:38])[C:33]([CH2:35][NH:1][C@H:2]([C:7]([O:9][C:10]([CH3:13])([CH3:12])[CH3:11])=[O:8])[CH2:3][CH2:4][S:5][CH3:6])=[CH:34][C:21]=2[S:20](=[O:39])(=[O:40])[CH2:19]1)[CH2:15][CH2:16][CH3:17], predict the reactants needed to synthesize it. The reactants are: [NH2:1][C@H:2]([C:7]([O:9][C:10]([CH3:13])([CH3:12])[CH3:11])=[O:8])[CH2:3][CH2:4][S:5][CH3:6].[CH2:14]([C@@:18]1([CH2:41][CH3:42])[NH:24][C@H:23]([C:25]2[CH:30]=[CH:29][CH:28]=[CH:27][CH:26]=2)[C:22]2[CH:31]=[C:32]([O:37][CH3:38])[C:33]([CH:35]=O)=[CH:34][C:21]=2[S:20](=[O:40])(=[O:39])[CH2:19]1)[CH2:15][CH2:16][CH3:17]. (2) Given the product [C:1]([C:5]1[CH:9]=[C:8]([NH:10][C:11]([NH:13][C:14]2[C:23]3[C:18](=[CH:19][CH:20]=[CH:21][CH:22]=3)[C:17]([O:24][C:25]3[CH:30]=[CH:29][N:28]=[C:27]([NH:54][C:53]4[CH:55]=[CH:56][CH:57]=[C:51]([O:50][CH2:49][CH2:48][O:47][CH2:46][CH2:45][O:44][CH2:43][CH2:42][O:41][CH3:40])[CH:52]=4)[N:26]=3)=[CH:16][CH:15]=2)=[O:12])[N:7]([C:32]2[CH:33]=[N:34][C:35]([O:38][CH3:39])=[CH:36][CH:37]=2)[N:6]=1)([CH3:4])([CH3:3])[CH3:2], predict the reactants needed to synthesize it. The reactants are: [C:1]([C:5]1[CH:9]=[C:8]([NH:10][C:11]([NH:13][C:14]2[C:23]3[C:18](=[CH:19][CH:20]=[CH:21][CH:22]=3)[C:17]([O:24][C:25]3[CH:30]=[CH:29][N:28]=[C:27](Cl)[N:26]=3)=[CH:16][CH:15]=2)=[O:12])[N:7]([C:32]2[CH:33]=[N:34][C:35]([O:38][CH3:39])=[CH:36][CH:37]=2)[N:6]=1)([CH3:4])([CH3:3])[CH3:2].[CH3:40][O:41][CH2:42][CH2:43][O:44][CH2:45][CH2:46][O:47][CH2:48][CH2:49][O:50][C:51]1[CH:52]=[C:53]([CH:55]=[CH:56][CH:57]=1)[NH2:54].C([O-])(O)=O.[Na+]. (3) Given the product [NH2:1][C:2]1[S:3][C:4]2[CH:10]=[C:9]([S:11][S:22]([C:25]3[CH:31]=[CH:30][C:28]([CH3:29])=[CH:27][CH:26]=3)(=[O:24])=[O:23])[C:8]([C:12]([CH3:15])([CH3:14])[CH3:13])=[CH:7][C:5]=2[N:6]=1, predict the reactants needed to synthesize it. The reactants are: [NH2:1][C:2]1[S:3][C:4]2[CH:10]=[C:9]([SH:11])[C:8]([C:12]([CH3:15])([CH3:14])[CH3:13])=[CH:7][C:5]=2[N:6]=1.N1C=CC=CC=1.[S:22](Br)([C:25]1[CH:31]=[CH:30][C:28]([CH3:29])=[CH:27][CH:26]=1)(=[O:24])=[O:23].C(Cl)(Cl)(Cl)Cl. (4) Given the product [Cl:1][C:2]1[CH:3]=[C:4]2[C:8](=[CH:9][CH:10]=1)[N:7]([CH2:11][CH:12]([CH3:14])[CH3:13])[CH:6]=[C:5]2[C:15]([OH:17])=[O:16], predict the reactants needed to synthesize it. The reactants are: [Cl:1][C:2]1[CH:3]=[C:4]2[C:8](=[CH:9][CH:10]=1)[N:7]([CH2:11][CH:12]([CH3:14])[CH3:13])[CH:6]=[C:5]2[C:15]([O:17]CC(C)C)=[O:16].[OH-].[Na+]. (5) Given the product [ClH:38].[C:1]1([N:7]([CH2:31][CH2:32][C:33]([O:35][CH2:36][CH3:37])=[O:34])[S:8]([C:11]2[CH:30]=[CH:29][C:14]3[N:15]([CH3:28])[C:16]([CH2:18][NH:19][C:20]4[CH:25]=[CH:24][C:23]([C:26](=[NH:46])[NH2:27])=[CH:22][CH:21]=4)=[N:17][C:13]=3[CH:12]=2)(=[O:9])=[O:10])[CH:2]=[CH:3][CH:4]=[CH:5][CH:6]=1, predict the reactants needed to synthesize it. The reactants are: [C:1]1([N:7]([CH2:31][CH2:32][C:33]([O:35][CH2:36][CH3:37])=[O:34])[S:8]([C:11]2[CH:30]=[CH:29][C:14]3[N:15]([CH3:28])[C:16]([CH2:18][NH:19][C:20]4[CH:25]=[CH:24][C:23]([C:26]#[N:27])=[CH:22][CH:21]=4)=[N:17][C:13]=3[CH:12]=2)(=[O:10])=[O:9])[CH:6]=[CH:5][CH:4]=[CH:3][CH:2]=1.[ClH:38].C(O)C.C(=O)([O-])[O-].[NH4+:46].[NH4+]. (6) Given the product [CH3:1][O:2][C:3]1[CH:4]=[C:5]([C:9]2([C:15]#[N:16])[CH2:14][CH2:13][N:12]([CH2:30][C:31]([F:34])([F:33])[F:32])[CH2:11][CH2:10]2)[CH:6]=[CH:7][CH:8]=1, predict the reactants needed to synthesize it. The reactants are: [CH3:1][O:2][C:3]1[CH:4]=[C:5]([C:9]2([C:15]#[N:16])[CH2:14][CH2:13][NH:12][CH2:11][CH2:10]2)[CH:6]=[CH:7][CH:8]=1.C(N(CC)CC)C.FC(F)(F)S(O[CH2:30][C:31]([F:34])([F:33])[F:32])(=O)=O.O. (7) The reactants are: [C-:1]1([CH:6]=O)[CH:5]=[CH:4][CH:3]=[CH:2]1.[CH-:8]1[CH:12]=[CH:11][CH:10]=[CH:9]1.[Fe+2:13].[NH2:14][CH2:15][CH2:16][O:17][CH:18]([OH:20])[CH3:19].[C:21](O[BH-](OC(=O)C)OC(=O)C)(=O)C.[Na+]. Given the product [C-:8]1([CH2:21][N:14]([CH2:6][C-:1]2[CH:2]=[CH:3][CH:4]=[CH:5]2)[CH2:15][CH2:16][O:17][CH:18]([OH:20])[CH3:19])[CH:12]=[CH:11][CH:10]=[CH:9]1.[CH-:1]1[CH:5]=[CH:4][CH:3]=[CH:2]1.[Fe+2:13].[CH-:1]1[CH:5]=[CH:4][CH:3]=[CH:2]1.[Fe+2:13], predict the reactants needed to synthesize it. (8) Given the product [C:1]([N:4]([CH3:32])[CH2:5][CH2:6][N:7]1[C:16]2[C:11](=[N:12][CH:13]=[C:14]([CH2:17][C:18]3[CH:23]=[CH:22][C:21]([F:24])=[CH:20][CH:19]=3)[CH:15]=2)[C:10]([OH:25])=[C:9]([C:26]([NH:33][C@@H:34]([CH3:37])[CH2:35][OH:36])=[O:27])[C:8]1=[O:31])(=[O:3])[CH3:2], predict the reactants needed to synthesize it. The reactants are: [C:1]([N:4]([CH3:32])[CH2:5][CH2:6][N:7]1[C:16]2[C:11](=[N:12][CH:13]=[C:14]([CH2:17][C:18]3[CH:23]=[CH:22][C:21]([F:24])=[CH:20][CH:19]=3)[CH:15]=2)[C:10]([OH:25])=[C:9]([C:26](OCC)=[O:27])[C:8]1=[O:31])(=[O:3])[CH3:2].[NH2:33][C@@H:34]([CH3:37])[CH2:35][OH:36]. (9) Given the product [N:19]1([CH2:18][C:15]2[CH:14]=[CH:13][C:12]([CH2:11][N:10]3[C:6]4[CH:5]=[C:4]([NH:32][CH2:33][C:34]5[C:39]([CH3:40])=[N:38][C:37]([NH2:41])=[CH:36][C:35]=5[CH3:42])[N:3]=[C:2]([Cl:1])[C:7]=4[CH:8]=[N:9]3)=[CH:17][CH:16]=2)[CH:23]=[CH:22][CH:21]=[N:20]1, predict the reactants needed to synthesize it. The reactants are: [Cl:1][C:2]1[C:7]2[CH:8]=[N:9][N:10]([CH2:11][C:12]3[CH:17]=[CH:16][C:15]([CH2:18][N:19]4[CH:23]=[CH:22][CH:21]=[N:20]4)=[CH:14][CH:13]=3)[C:6]=2[CH:5]=[C:4](Cl)[N:3]=1.FC(F)(F)C([O-])=O.[NH2:32][CH2:33][C:34]1[C:35]([CH3:42])=[CH:36][C:37]([NH2:41])=[N:38][C:39]=1[CH3:40].[NH4+].CCN(C(C)C)C(C)C.CCN(C(C)C)C(C)C.C(N(C(C)C)C(C)C)C.